From a dataset of Forward reaction prediction with 1.9M reactions from USPTO patents (1976-2016). Predict the product of the given reaction. (1) The product is: [F:1][C:2]1[CH:7]=[CH:6][CH:5]=[CH:4][C:3]=1[N:8]1[C:16]2[C:11](=[C:12]([N:17]3[CH2:21][CH2:20][N:19]([CH2:26][C:27](=[O:28])[N:29]4[CH2:33][CH2:32][CH2:31][CH2:30]4)[C:18]3=[O:22])[CH:13]=[CH:14][CH:15]=2)[CH:10]=[N:9]1. Given the reactants [F:1][C:2]1[CH:7]=[CH:6][CH:5]=[CH:4][C:3]=1[N:8]1[C:16]2[C:11](=[C:12]([N:17]3[CH2:21][CH2:20][NH:19][C:18]3=[O:22])[CH:13]=[CH:14][CH:15]=2)[CH:10]=[N:9]1.[H-].[Na+].Br[CH2:26][C:27]([N:29]1[CH2:33][CH2:32][CH2:31][CH2:30]1)=[O:28], predict the reaction product. (2) Given the reactants C[O:2][C:3]([C:5]1[S:6][C:7]([C:10]2[O:14][CH:13]=[N:12][CH:11]=2)=[CH:8][CH:9]=1)=[O:4].CO.[Li+].[OH-], predict the reaction product. The product is: [O:14]1[C:10]([C:7]2[S:6][C:5]([C:3]([OH:4])=[O:2])=[CH:9][CH:8]=2)=[CH:11][N:12]=[CH:13]1. (3) Given the reactants [CH2:1]=[CH:2][CH2:3][CH2:4][CH:5]([OH:10])[CH2:6][CH2:7][CH:8]=[CH2:9].C1C=CC(P(C2C=CC=CC=2)C2C=CC=CC=2)=CC=1.[N+:30]([C:33]1[CH:38]=[CH:37][C:36](O)=[CH:35][CH:34]=1)([O-:32])=[O:31].CCOC(/N=N/C(OCC)=O)=O, predict the reaction product. The product is: [N+:30]([C:33]1[CH:38]=[CH:37][C:36]([O:10][CH:5]([CH2:6][CH2:7][CH:8]=[CH2:9])[CH2:4][CH2:3][CH:2]=[CH2:1])=[CH:35][CH:34]=1)([O-:32])=[O:31]. (4) The product is: [Br:3][C:4]1[N:5]([CH2:16][CH2:17][CH2:18][CH2:19][CH3:20])[C:6]([CH3:14])=[C:7]([C:9]([O:11][CH2:12][CH3:13])=[O:10])[N:8]=1. Given the reactants [H-].[Na+].[Br:3][C:4]1[NH:5][C:6]([CH3:14])=[C:7]([C:9]([O:11][CH2:12][CH3:13])=[O:10])[N:8]=1.I[CH2:16][CH2:17][CH2:18][CH2:19][CH3:20], predict the reaction product. (5) Given the reactants [Cl:1][C:2]1[CH:10]=[CH:9][CH:8]=[C:7]2[C:3]=1[C:4]([CH:34]=[O:35])=[CH:5][N:6]2[C@@H:11]1[O:28][C@H:27]([CH2:29][O:30][C:31](=[O:33])[CH3:32])[C@@H:22]([O:23][C:24](=[O:26])[CH3:25])[C@H:17]([O:18][C:19](=[O:21])[CH3:20])[C@H:12]1[O:13][C:14](=[O:16])[CH3:15].Br[C:37]1[CH:42]=[CH:41][C:40]([O:43][C:44]([F:47])([F:46])[F:45])=[CH:39][CH:38]=1, predict the reaction product. The product is: [Cl:1][C:2]1[CH:10]=[CH:9][CH:8]=[C:7]2[C:3]=1[C:4]([CH:34]([C:37]1[CH:38]=[CH:39][C:40]([O:43][C:44]([F:45])([F:46])[F:47])=[CH:41][CH:42]=1)[OH:35])=[CH:5][N:6]2[C@@H:11]1[O:28][C@H:27]([CH2:29][O:30][C:31](=[O:33])[CH3:32])[C@@H:22]([O:23][C:24](=[O:26])[CH3:25])[C@H:17]([O:18][C:19](=[O:21])[CH3:20])[C@H:12]1[O:13][C:14](=[O:16])[CH3:15].